This data is from Forward reaction prediction with 1.9M reactions from USPTO patents (1976-2016). The task is: Predict the product of the given reaction. (1) Given the reactants [CH2:1]([Cl:4])[CH2:2]Cl.NC1[CH:17]=[CH:16][C:9]([O:10][CH2:11][C:12]([CH3:15])([OH:14])[CH3:13])=[C:8]([O:18][CH3:19])[CH:7]=1.[C:20]([O-:23])([O-])=O.[K+].[K+].[CH3:26][N:27]([CH:29]=[O:30])[CH3:28], predict the reaction product. The product is: [Cl:4][C:1]1[CH:2]=[CH:16][C:9]([C:20]2[O:23][C:13]3[C:29](=[O:30])[N:27]([C:28]4[CH:17]=[CH:16][C:9]([O:10][CH2:11][C:12]([OH:14])([CH3:13])[CH3:15])=[C:8]([O:18][CH3:19])[CH:7]=4)[CH2:26][C:12]=3[CH:11]=2)=[CH:8][CH:7]=1. (2) Given the reactants Br[C:2]1[CH:19]=[CH:18][C:5]2[CH2:6][N:7]([C:11]([O:13][C:14]([CH3:17])([CH3:16])[CH3:15])=[O:12])[CH2:8][CH2:9][O:10][C:4]=2[CH:3]=1.[Cl:20][C:21]1[CH:26]=[CH:25][C:24](B(O)O)=[CH:23][CH:22]=1.O, predict the reaction product. The product is: [Cl:20][C:21]1[CH:26]=[CH:25][C:24]([C:2]2[CH:19]=[CH:18][C:5]3[CH2:6][N:7]([C:11]([O:13][C:14]([CH3:17])([CH3:16])[CH3:15])=[O:12])[CH2:8][CH2:9][O:10][C:4]=3[CH:3]=2)=[CH:23][CH:22]=1. (3) Given the reactants [CH2:1]([S:3]([N:6]1[CH2:11][CH2:10][CH:9]([C:12]2[C:20]3[C:15](=[C:16]([C:35]([NH2:37])=[O:36])[CH:17]=[C:18]([C:21]4[CH:25]=[C:24]([CH2:26][N:27]5[CH2:31][CH2:30][CH2:29][CH:28]5CCC)[S:23][CH:22]=4)[CH:19]=3)[NH:14][CH:13]=2)[CH2:8][CH2:7]1)(=[O:5])=[O:4])[CH3:2].[CH2:38]([CH:41]1CCCN1)[CH2:39]C, predict the reaction product. The product is: [CH2:1]([S:3]([N:6]1[CH2:7][CH2:8][CH:9]([C:12]2[C:20]3[C:15](=[C:16]([C:35]([NH2:37])=[O:36])[CH:17]=[C:18]([C:21]4[CH:25]=[C:24]([CH2:26][N:27]5[CH2:31][CH2:30][CH2:29][CH:28]5[CH:38]([CH3:41])[CH3:39])[S:23][CH:22]=4)[CH:19]=3)[NH:14][CH:13]=2)[CH2:10][CH2:11]1)(=[O:5])=[O:4])[CH3:2]. (4) Given the reactants [CH3:1][N:2]1[CH:6]=[C:5]([N+:7]([O-])=O)[CH:4]=[N:3]1.C(O)C.[C:13](O[C:13]([O:15][C:16]([CH3:19])([CH3:18])[CH3:17])=[O:14])([O:15][C:16]([CH3:19])([CH3:18])[CH3:17])=[O:14].[H][H], predict the reaction product. The product is: [CH3:1][N:2]1[CH:6]=[C:5]([NH:7][C:13](=[O:14])[O:15][C:16]([CH3:19])([CH3:18])[CH3:17])[CH:4]=[N:3]1. (5) Given the reactants [CH3:1][C:2]1[CH:7]=[CH:6][CH:5]=[CH:4][C:3]=1[C:8](=O)[CH2:9][CH:10]([C:13]#[N:14])[C:11]#[N:12].C(O)(=O)C.[CH3:20][S-:21].[Na+], predict the reaction product. The product is: [CH3:1][C:2]1[CH:7]=[CH:6][CH:5]=[CH:4][C:3]=1[C:8]1[NH:12][C:11]([S:21][CH3:20])=[C:10]([C:13]#[N:14])[CH:9]=1. (6) Given the reactants [NH2:1][S:2]([C:5]1[CH:6]=[C:7]([CH2:11][C:12]([O:14][CH3:15])=[O:13])[CH:8]=[CH:9][CH:10]=1)(=[O:4])=[O:3].[H-].[Na+].[CH3:18][Si:19]([CH3:26])([CH3:25])[CH2:20][CH2:21][O:22][CH2:23]Cl, predict the reaction product. The product is: [CH3:18][Si:19]([CH3:26])([CH3:25])[CH2:20][CH2:21][O:22][CH2:23][N:1]([CH2:23][O:22][CH2:21][CH2:20][Si:19]([CH3:26])([CH3:25])[CH3:18])[S:2]([C:5]1[CH:6]=[C:7]([CH2:11][C:12]([O:14][CH3:15])=[O:13])[CH:8]=[CH:9][CH:10]=1)(=[O:3])=[O:4].